This data is from Reaction yield outcomes from USPTO patents with 853,638 reactions. The task is: Predict the reaction yield, written as a fraction of the theoretical maximum amount of product (1.0 means a 100% yield; for example, 0.34 means a 34% yield). (1) The reactants are [Cl:1][C:2]1[N:7]=[C:6]([C:8]([OH:10])=O)[CH:5]=[CH:4][N:3]=1.CC[N:13]([CH:17]([CH3:19])[CH3:18])C(C)C.C1CN([P+](ON2N=NC3C=CC=CC2=3)(N2CCCC2)N2CCCC2)CC1.F[P-](F)(F)(F)(F)F.C1(N)CC1. The catalyst is O1CCOCC1. The product is [Cl:1][C:2]1[N:7]=[C:6]([C:8]([NH:13][CH:17]2[CH2:19][CH2:18]2)=[O:10])[CH:5]=[CH:4][N:3]=1. The yield is 0.259. (2) The reactants are [F:1][C:2]1[C:10]([F:11])=[CH:9][C:5]([C:6]([OH:8])=O)=[C:4]([OH:12])[CH:3]=1.C(OC(=O)C)(=O)C.ClCCl.[CH3:23][O:24][C:25]1[CH:32]=[CH:31][C:28]([CH2:29][NH2:30])=[CH:27][CH:26]=1. The catalyst is N1C=CC=CC=1. The product is [CH3:23][O:24][C:25]1[CH:32]=[CH:31][C:28]([CH2:29][NH:30][C:6](=[O:8])[C:5]2[CH:9]=[C:10]([F:11])[C:2]([F:1])=[CH:3][C:4]=2[OH:12])=[CH:27][CH:26]=1. The yield is 0.850.